This data is from Catalyst prediction with 721,799 reactions and 888 catalyst types from USPTO. The task is: Predict which catalyst facilitates the given reaction. (1) The catalyst class is: 461. Reactant: I[C:2]1[CH:3]=[C:4]([NH:9][C:10](=[O:21])[C:11]2[CH:16]=[CH:15][CH:14]=[C:13]([C:17]([F:20])([F:19])[F:18])[CH:12]=2)[CH:5]=[CH:6][C:7]=1[CH3:8].[N+:22](C1C=C(B(O)O)C=CC=1)([O-:24])=[O:23].[C:34]1(C)[CH:39]=[CH:38][CH:37]=[CH:36][CH:35]=1.C([O-])([O-])=O.[K+].[K+]. Product: [CH3:8][C:7]1[CH:6]=[CH:5][C:4]([NH:9][C:10](=[O:21])[C:11]2[CH:16]=[CH:15][CH:14]=[C:13]([C:17]([F:20])([F:19])[F:18])[CH:12]=2)([N+:22]([O-:24])=[O:23])[CH2:3][C:2]=1[C:34]1[CH:39]=[CH:38][CH:37]=[CH:36][CH:35]=1. (2) Product: [CH2:9]([N:12]([CH2:18][C:19]1[CH:24]=[CH:23][CH:22]=[CH:21][CH:20]=1)[CH2:13][C:14]([N:3]([CH3:4])[CH3:2])=[O:15])[CH:10]=[CH2:11]. Reactant: Cl.[CH3:2][NH:3][CH3:4].C[Al](C)C.[CH2:9]([N:12]([CH2:18][C:19]1[CH:24]=[CH:23][CH:22]=[CH:21][CH:20]=1)[CH2:13][C:14](OC)=[O:15])[CH:10]=[CH2:11]. The catalyst class is: 247. (3) Reactant: Cl.[CH3:2][O:3][C:4](=[O:9])[C@H:5]([CH2:7][OH:8])[NH2:6].Cl[C:11]([O:13][CH3:14])=[O:12].[OH-].[Na+]. Product: [OH:8][CH2:7][C@H:5]([NH:6][C:11]([O:13][CH3:14])=[O:12])[C:4]([O:3][CH3:2])=[O:9]. The catalyst class is: 6. (4) Reactant: [C:1]([O:5][C:6](=[O:35])[NH:7][C:8]1([C:12]2[CH:17]=[CH:16][C:15]([C:18]3[C:19]([C:29]4[CH:34]=[CH:33][CH:32]=[CH:31][CH:30]=4)=[CH:20][C:21]4[NH:26][C:25](=[O:27])[CH2:24][O:23][C:22]=4[N:28]=3)=[CH:14][CH:13]=2)[CH2:11][CH2:10][CH2:9]1)([CH3:4])([CH3:3])[CH3:2].[H-].[Na+].[CH2:38](Br)[C:39]#[CH:40].[NH4+].[Cl-]. Product: [C:1]([O:5][C:6](=[O:35])[NH:7][C:8]1([C:12]2[CH:13]=[CH:14][C:15]([C:18]3[C:19]([C:29]4[CH:30]=[CH:31][CH:32]=[CH:33][CH:34]=4)=[CH:20][C:21]4[N:26]([CH2:40][C:39]#[CH:38])[C:25](=[O:27])[CH2:24][O:23][C:22]=4[N:28]=3)=[CH:16][CH:17]=2)[CH2:11][CH2:10][CH2:9]1)([CH3:4])([CH3:2])[CH3:3]. The catalyst class is: 3.